From a dataset of Full USPTO retrosynthesis dataset with 1.9M reactions from patents (1976-2016). Predict the reactants needed to synthesize the given product. (1) Given the product [ClH:27].[CH3:1][O:2][C:3]1[N:8]=[C:7]([C:9]2[CH:10]=[C:11]([OH:15])[CH:12]=[CH:13][CH:14]=2)[CH:6]=[C:5]([NH:16][CH2:17][CH2:18][C:19]2[CH:20]=[CH:21][C:22]([O:25][CH3:26])=[CH:23][CH:24]=2)[N:4]=1, predict the reactants needed to synthesize it. The reactants are: [CH3:1][O:2][C:3]1[N:8]=[C:7]([C:9]2[CH:10]=[C:11]([OH:15])[CH:12]=[CH:13][CH:14]=2)[CH:6]=[C:5]([NH:16][CH2:17][CH2:18][C:19]2[CH:24]=[CH:23][C:22]([O:25][CH3:26])=[CH:21][CH:20]=2)[N:4]=1.[ClH:27]. (2) Given the product [Cl:19][C:7]1[CH:8]=[C:9]2[N:10]([CH2:11][O:12][CH2:13][CH2:14][Si:15]([CH3:18])([CH3:16])[CH3:17])[C:2]([O:43][C@H:41]3[C@H:40]4[O:44][CH2:45][C@@H:46]([OH:47])[C@H:39]4[O:38][CH2:42]3)=[CH:3][C:4]2=[N:5][C:6]=1[C:20]1[CH:25]=[CH:24][C:23]([C:26]2([CH:29]([OH:31])[CH3:30])[CH2:28][CH2:27]2)=[CH:22][CH:21]=1, predict the reactants needed to synthesize it. The reactants are: Cl[C:2]1[N:10]([CH2:11][O:12][CH2:13][CH2:14][Si:15]([CH3:18])([CH3:17])[CH3:16])[C:9]2[C:4](=[N:5][C:6]([C:20]3[CH:25]=[CH:24][C:23]([C:26]4([CH:29]([OH:31])[CH3:30])[CH2:28][CH2:27]4)=[CH:22][CH:21]=3)=[C:7]([Cl:19])[CH:8]=2)[CH:3]=1.C([O-])([O-])=O.[Cs+].[Cs+].[O:38]1[CH2:42][C@H:41]([OH:43])[C@@H:40]2[O:44][CH2:45][C@H:46]([OH:47])[C@H:39]12.CCOC(C)=O. (3) Given the product [CH3:34][S:35]([O:26][C@@H:9]([C@@H:10]1[CH2:14][CH2:13][C:12](=[O:15])[N:11]1[CH2:16][CH2:17][NH:18][C:19]([O:20][C:21]([CH3:22])([CH3:23])[CH3:24])=[O:25])[C:3]1[CH:4]=[CH:5][CH:6]=[C:7]([CH3:8])[C:2]=1[CH3:1])(=[O:37])=[O:36], predict the reactants needed to synthesize it. The reactants are: [CH3:1][C:2]1[C:7]([CH3:8])=[CH:6][CH:5]=[CH:4][C:3]=1[C@@H:9]([OH:26])[C@@H:10]1[CH2:14][CH2:13][C:12](=[O:15])[N:11]1[CH2:16][CH2:17][NH:18][C:19](=[O:25])[O:20][C:21]([CH3:24])([CH3:23])[CH3:22].CCN(CC)CC.[CH3:34][S:35](Cl)(=[O:37])=[O:36]. (4) Given the product [CH3:1][S:2]([NH:5][CH2:6][CH2:7][CH2:8][C:9]([NH2:11])=[S:21])(=[O:4])=[O:3], predict the reactants needed to synthesize it. The reactants are: [CH3:1][S:2]([NH:5][CH2:6][CH2:7][CH2:8][C:9]([NH2:11])=O)(=[O:4])=[O:3].COC1C=CC(P2(SP(C3C=CC(OC)=CC=3)(=S)S2)=[S:21])=CC=1.